This data is from Catalyst prediction with 721,799 reactions and 888 catalyst types from USPTO. The task is: Predict which catalyst facilitates the given reaction. Reactant: Br[C:2]1[CH:3]=[C:4]2[C:9](=[CH:10][C:11]=1[Cl:12])[N:8]=[C:7]([O:13][CH3:14])[N:6]=[C:5]2[N:15]1[CH2:20][CH2:19][N:18]([C:21]([O:23][C:24]([CH3:27])([CH3:26])[CH3:25])=[O:22])[CH2:17][CH2:16]1.[Cl:28][C:29]1[CH:34]=[CH:33][C:32](B(O)O)=[CH:31][CH:30]=1.C([O-])([O-])=O.[Na+].[Na+]. Product: [C:24]([O:23][C:21]([N:18]1[CH2:19][CH2:20][N:15]([C:5]2[C:4]3[C:9](=[CH:10][C:11]([Cl:12])=[C:2]([C:32]4[CH:33]=[CH:34][C:29]([Cl:28])=[CH:30][CH:31]=4)[CH:3]=3)[N:8]=[C:7]([O:13][CH3:14])[N:6]=2)[CH2:16][CH2:17]1)=[O:22])([CH3:27])([CH3:26])[CH3:25]. The catalyst class is: 70.